The task is: Predict the reactants needed to synthesize the given product.. This data is from Full USPTO retrosynthesis dataset with 1.9M reactions from patents (1976-2016). (1) Given the product [N+:1]([C:4]1[CH:13]=[CH:12][CH:11]=[C:10]2[C:5]=1[CH:6]=[CH:7][N:8]([C@H:15]([CH3:20])[C:16]([OH:18])=[O:17])[C:9]2=[O:14])([O-:3])=[O:2], predict the reactants needed to synthesize it. The reactants are: [N+:1]([C:4]1[CH:13]=[CH:12][CH:11]=[C:10]2[C:5]=1[CH:6]=[CH:7][N:8]([C@H:15]([CH3:20])[C:16]([O:18]C)=[O:17])[C:9]2=[O:14])([O-:3])=[O:2].[I-].[Li+].C(OCC)(=O)C. (2) Given the product [CH3:28][O:29][C:30]1[CH:31]=[C:32]([CH:35]=[CH:36][C:37]=1[O:38][CH3:39])[CH2:23][N:21]1[CH:20]=[C:9]([C:6]2[CH:7]=[CH:8][C:3]([O:2][CH3:1])=[C:4]([O:15][CH2:16][CH2:17][O:18][CH3:19])[CH:5]=2)[C:10](=[O:14])[C:11]([C:12]#[N:13])=[CH:22]1, predict the reactants needed to synthesize it. The reactants are: [CH3:1][O:2][C:3]1[CH:8]=[CH:7][C:6]([CH2:9][C:10](=[O:14])[CH2:11][C:12]#[N:13])=[CH:5][C:4]=1[O:15][CH2:16][CH2:17][O:18][CH3:19].[CH3:20][N:21]([CH:23](OC)OC)[CH3:22].[CH3:28][O:29][C:30]1[CH:31]=[C:32]([CH:35]=[CH:36][C:37]=1[O:38][CH3:39])CN. (3) Given the product [Br:1][C:2]1[CH:7]=[C:6]([NH:11][C@@H:12]2[CH2:17][CH2:16][CH2:15][CH2:14][C@@H:13]2[NH:18][C:19](=[O:25])[O:20][C:21]([CH3:23])([CH3:22])[CH3:24])[CH:5]=[N:4][C:3]=1[C:9]#[N:10], predict the reactants needed to synthesize it. The reactants are: [Br:1][C:2]1[C:3]([C:9]#[N:10])=[N:4][CH:5]=[C:6](F)[CH:7]=1.[NH2:11][C@@H:12]1[CH2:17][CH2:16][CH2:15][CH2:14][C@@H:13]1[NH:18][C:19](=[O:25])[O:20][C:21]([CH3:24])([CH3:23])[CH3:22].CCN(C(C)C)C(C)C. (4) Given the product [N+:29]([C:24]1[CH:25]=[C:26]([O:27][CH3:28])[C:18]([NH:17][C:14](=[O:16])[CH3:15])=[CH:19][C:20]=1[C:21]([OH:23])=[O:22])([O-:31])=[O:30], predict the reactants needed to synthesize it. The reactants are: COC1C=CC(C(O)=O)=CC=1N.Cl.[C:14]([NH:17][C:18]1[CH:19]=[C:20]([CH:24]=[CH:25][C:26]=1[O:27][CH3:28])[C:21]([OH:23])=[O:22])(=[O:16])[CH3:15].[N+:29]([O-])([OH:31])=[O:30]. (5) Given the product [Cl:10][C:11]1[C:12]([O:9][C:6]2[CH:7]=[CH:8][C:3]([C:1]#[N:2])=[CH:4][CH:5]=2)=[CH:13][C:14]2[O:19][CH:18]([C:20]([F:22])([F:21])[F:23])[C:17]([C:24]([OH:26])=[O:25])=[CH:16][C:15]=2[CH:29]=1, predict the reactants needed to synthesize it. The reactants are: [C:1]([C:3]1[CH:8]=[CH:7][C:6]([OH:9])=[CH:5][CH:4]=1)#[N:2].[Cl:10][C:11]1[C:12](F)=[CH:13][C:14]2[O:19][CH:18]([C:20]([F:23])([F:22])[F:21])[C:17]([C:24]([O:26]CC)=[O:25])=[CH:16][C:15]=2[CH:29]=1.